This data is from Forward reaction prediction with 1.9M reactions from USPTO patents (1976-2016). The task is: Predict the product of the given reaction. Given the reactants [CH3:1][C:2]1[CH:3]=[CH:4][CH:5]=[C:6]2[C:11]=1[O:10][C:9]([C:12]1[CH:17]=[CH:16][C:15]([O:18][CH3:19])=[CH:14][CH:13]=1)=[CH:8][C:7]2=O.COC1C=CC(P2(SP(C3C=CC(OC)=CC=3)(=S)S2)=[S:30])=CC=1, predict the reaction product. The product is: [CH3:19][O:18][C:15]1[CH:16]=[CH:17][C:12]([C:9]2[O:10][C:11]3[C:6]([C:7](=[S:30])[CH:8]=2)=[CH:5][CH:4]=[CH:3][C:2]=3[CH3:1])=[CH:13][CH:14]=1.